Dataset: Reaction yield outcomes from USPTO patents with 853,638 reactions. Task: Predict the reaction yield, written as a fraction of the theoretical maximum amount of product (1.0 means a 100% yield; for example, 0.34 means a 34% yield). (1) The reactants are C(OCC)(OCC)OCC.[NH2:11][C:12]1[CH:17]=[CH:16][CH:15]=[CH:14][CH:13]=1.[C:18]1([N:24]=[CH:25]OCC)[CH:23]=[CH:22][CH:21]=[CH:20][CH:19]=1. No catalyst specified. The product is [C:12]1([NH:11][CH:25]=[N:24][C:18]2[CH:23]=[CH:22][CH:21]=[CH:20][CH:19]=2)[CH:17]=[CH:16][CH:15]=[CH:14][CH:13]=1. The yield is 0.800. (2) The reactants are Br[C:2]1[CH:3]=[N:4][CH:5]=[CH:6][C:7]=1[N:8]1[CH2:13][CH2:12][CH:11]([C:14]([NH2:16])=[O:15])[CH2:10][CH2:9]1.[CH3:17][C:18]1[C:22](B(O)O)=[C:21]([CH3:26])[O:20][N:19]=1.C(=O)([O-])[O-].[Na+].[Na+]. The catalyst is C1C=CC([P]([Pd]([P](C2C=CC=CC=2)(C2C=CC=CC=2)C2C=CC=CC=2)([P](C2C=CC=CC=2)(C2C=CC=CC=2)C2C=CC=CC=2)[P](C2C=CC=CC=2)(C2C=CC=CC=2)C2C=CC=CC=2)(C2C=CC=CC=2)C2C=CC=CC=2)=CC=1.C(#N)C. The product is [CH3:17][C:18]1[C:22]([C:2]2[CH:3]=[N:4][CH:5]=[CH:6][C:7]=2[N:8]2[CH2:13][CH2:12][CH:11]([C:14]([NH2:16])=[O:15])[CH2:10][CH2:9]2)=[C:21]([CH3:26])[O:20][N:19]=1. The yield is 0.170. (3) The reactants are [OH-].[Li+].[NH2:3][C:4]1[N:5]([C:18]2[C:27]3[C:22](=[CH:23][CH:24]=[CH:25][CH:26]=3)[C:21]([CH:28]3[CH2:30][CH2:29]3)=[CH:20][CH:19]=2)[C:6]([S:9][C:10]([CH3:17])([CH3:16])[C:11]([O:13]CC)=[O:12])=[N:7][N:8]=1.Cl. The catalyst is C1COCC1.CO. The product is [NH2:3][C:4]1[N:5]([C:18]2[C:27]3[C:22](=[CH:23][CH:24]=[CH:25][CH:26]=3)[C:21]([CH:28]3[CH2:30][CH2:29]3)=[CH:20][CH:19]=2)[C:6]([S:9][C:10]([CH3:17])([CH3:16])[C:11]([OH:13])=[O:12])=[N:7][N:8]=1. The yield is 0.740. (4) The reactants are [Cl:1][C:2]1[N:7]=[CH:6][C:5]([NH:8][CH3:9])=[C:4]([C:10]2[C:11]([CH3:16])=[N:12][CH:13]=[CH:14][CH:15]=2)[CH:3]=1.O1CCCC1.C([Li])CCC.[F:27][C:28]([F:46])([F:45])[C:29]1[CH:30]=[C:31]([C:39]([CH3:44])([CH3:43])[C:40](Cl)=[O:41])[CH:32]=[C:33]([C:35]([F:38])([F:37])[F:36])[CH:34]=1. No catalyst specified. The product is [F:38][C:35]([F:36])([F:37])[C:33]1[CH:32]=[C:31]([C:39]([CH3:43])([CH3:44])[C:40]([N:8]([C:5]2[CH:6]=[N:7][C:2]([Cl:1])=[CH:3][C:4]=2[C:10]2[C:11]([CH3:16])=[N:12][CH:13]=[CH:14][CH:15]=2)[CH3:9])=[O:41])[CH:30]=[C:29]([C:28]([F:45])([F:27])[F:46])[CH:34]=1. The yield is 0.780. (5) The reactants are [Cl:1][C:2]1[CH:28]=[CH:27][C:5]([C:6]([NH:8][NH:9][C:10](=O)[C@H:11]([NH:15][C:16]2[CH:21]=[CH:20][C:19]([C:22]#[N:23])=[C:18]([Cl:24])[C:17]=2[CH3:25])[C@@H:12]([OH:14])[CH3:13])=[O:7])=[CH:4][CH:3]=1.C1(C)C=CC(S(O)(=O)=O)=CC=1.CCN(P1(N(C)CCCN1C)=NC(C)(C)C)CC. The catalyst is C1COCC1. The product is [Cl:24][C:18]1[C:17]([CH3:25])=[C:16]([NH:15][C@@H:11]([C:10]2[O:7][C:6]([C:5]3[CH:4]=[CH:3][C:2]([Cl:1])=[CH:28][CH:27]=3)=[N:8][N:9]=2)[C@@H:12]([OH:14])[CH3:13])[CH:21]=[CH:20][C:19]=1[C:22]#[N:23]. The yield is 0.180.